Dataset: Forward reaction prediction with 1.9M reactions from USPTO patents (1976-2016). Task: Predict the product of the given reaction. (1) The product is: [CH2:1]([O:3][C:4]([N:6]1[CH2:11][CH2:10][N:9]([C:12]([CH:14]([NH:21][C:22]([C:24]2[CH:33]=[C:32]([N:38]3[CH2:40][CH2:41][CH:36]([OH:35])[CH2:37]3)[C:31]3[C:26](=[CH:27][CH:28]=[CH:29][CH:30]=3)[N:25]=2)=[O:23])[CH2:15][CH2:16][C:17]([OH:19])=[O:18])=[O:13])[CH2:8][CH2:7]1)=[O:5])[CH3:2]. Given the reactants [CH2:1]([O:3][C:4]([N:6]1[CH2:11][CH2:10][N:9]([C:12]([CH:14]([NH:21][C:22]([C:24]2[CH:33]=[C:32](Cl)[C:31]3[C:26](=[CH:27][CH:28]=[CH:29][CH:30]=3)[N:25]=2)=[O:23])[CH2:15][CH2:16][C:17]([O:19]C)=[O:18])=[O:13])[CH2:8][CH2:7]1)=[O:5])[CH3:2].[OH:35][C@@H:36]1[CH2:41][CH2:40]C[NH:38][CH2:37]1.CCN(C(C)C)C(C)C.[OH-].[Li+], predict the reaction product. (2) The product is: [Br:30][C:28]1[N:29]=[C:24]([NH:1][C:2]2[CH:7]=[CH:6][C:5]([CH:8]3[C:13](=[O:14])[N:12]([CH3:15])[CH2:11][CH2:10][N:9]3[C:16]([O:18][C:19]([CH3:22])([CH3:21])[CH3:20])=[O:17])=[CH:4][CH:3]=2)[C:25](=[O:32])[N:26]([CH3:31])[CH:27]=1. Given the reactants [NH2:1][C:2]1[CH:7]=[CH:6][C:5]([CH:8]2[C:13](=[O:14])[N:12]([CH3:15])[CH2:11][CH2:10][N:9]2[C:16]([O:18][C:19]([CH3:22])([CH3:21])[CH3:20])=[O:17])=[CH:4][CH:3]=1.Br[C:24]1[C:25](=[O:32])[N:26]([CH3:31])[CH:27]=[C:28]([Br:30])[N:29]=1.C(=O)([O-])[O-].[Cs+].[Cs+].CC1(C)C2C(=C(P(C3C=CC=CC=3)C3C=CC=CC=3)C=CC=2)OC2C(P(C3C=CC=CC=3)C3C=CC=CC=3)=CC=CC1=2, predict the reaction product. (3) Given the reactants [C:1]([N:5]1[CH2:10][CH2:9][N:8]([C:11]2[CH:16]=[CH:15][C:14]([N+:17]([O-])=O)=[CH:13][CH:12]=2)[CH2:7][CH2:6]1)([CH3:4])([CH3:3])[CH3:2].O.O.[Sn](Cl)Cl.Cl, predict the reaction product. The product is: [C:1]([N:5]1[CH2:10][CH2:9][N:8]([C:11]2[CH:12]=[CH:13][C:14]([NH2:17])=[CH:15][CH:16]=2)[CH2:7][CH2:6]1)([CH3:4])([CH3:2])[CH3:3].